Dataset: Forward reaction prediction with 1.9M reactions from USPTO patents (1976-2016). Task: Predict the product of the given reaction. (1) Given the reactants Cl.Cl.[N:3]12[CH2:11][CH2:10][CH:7]([CH2:8][CH2:9]1)[NH:6][CH2:5][CH2:4]2.[N:12]1[CH:17]=[CH:16][CH:15]=[CH:14][C:13]=1[C:18](O)=[O:19].C(N(C(C)C)CC)(C)C.O.ON1C2C=CC=CC=2N=N1.CN(C(ON1N=NC2C=CC=CC1=2)=[N+](C)C)C.[B-](F)(F)(F)F, predict the reaction product. The product is: [N:3]12[CH2:11][CH2:10][CH:7]([CH2:8][CH2:9]1)[N:6]([C:18]([C:13]1[CH:14]=[CH:15][CH:16]=[CH:17][N:12]=1)=[O:19])[CH2:5][CH2:4]2. (2) The product is: [C:1]([C:4]1[C:22](=[O:23])[C@@:8]2([CH3:24])[C:9]3[C:15]([OH:16])=[CH:14][C:13]([O:17][CH3:18])=[C:12]([C:19]([NH:21][CH2:43][C:36]4[C:37]5[C:42](=[CH:41][CH:40]=[CH:39][CH:38]=5)[C:33]([O:32][CH2:31][C:30]5[CH:29]=[CH:28][C:27]([F:26])=[CH:47][CH:46]=5)=[CH:34][C:35]=4[CH3:45])=[O:20])[C:10]=3[O:11][C:7]2=[CH:6][C:5]=1[OH:25])(=[O:3])[CH3:2]. Given the reactants [C:1]([C:4]1[C:22](=[O:23])[C@@:8]2([CH3:24])[C:9]3[C:15]([OH:16])=[CH:14][C:13]([O:17][CH3:18])=[C:12]([C:19]([NH2:21])=[O:20])[C:10]=3[O:11][C:7]2=[CH:6][C:5]=1[OH:25])(=[O:3])[CH3:2].[F:26][C:27]1[CH:47]=[CH:46][C:30]([CH2:31][O:32][C:33]2[C:42]3[C:37](=[CH:38][CH:39]=[CH:40][CH:41]=3)[C:36]([CH:43]=O)=[C:35]([CH3:45])[CH:34]=2)=[CH:29][CH:28]=1.C([SiH](CC)CC)C.FC(F)(F)C(O)=O, predict the reaction product. (3) Given the reactants C[O:2][C:3]([C:5]1[CH:6]=[C:7]2[C:15](=[C:16]([C:22]3[CH:30]=[CH:29][C:25]4[O:26][CH2:27][O:28][C:24]=4[CH:23]=3)[C:17]=1[C:18]([O:20][CH3:21])=[O:19])[C:11]1[O:12][CH2:13][O:14][C:10]=1[CH:9]=[CH:8]2)=[O:4].[OH-].[K+], predict the reaction product. The product is: [CH3:21][O:20][C:18]([C:17]1[C:16]([C:22]2[CH:30]=[CH:29][C:25]3[O:26][CH2:27][O:28][C:24]=3[CH:23]=2)=[C:15]2[C:7]([CH:8]=[CH:9][C:10]3[O:14][CH2:13][O:12][C:11]=32)=[CH:6][C:5]=1[C:3]([OH:4])=[O:2])=[O:19]. (4) The product is: [Cl:24][C:25]1[C:33]([CH3:34])=[CH:32][CH:31]=[CH:30][C:26]=1[C:27]([NH:1][CH2:2][C@H:3]1[N:8]([C:9]([C:11]2[N:12]=[C:13]([CH3:23])[S:14][C:15]=2[C:16]2[CH:17]=[C:18]([CH3:22])[CH:19]=[CH:20][CH:21]=2)=[O:10])[CH2:7][C@H:6]2[C@@H:4]1[CH2:5]2)=[O:28]. Given the reactants [NH2:1][CH2:2][C@H:3]1[N:8]([C:9]([C:11]2[N:12]=[C:13]([CH3:23])[S:14][C:15]=2[C:16]2[CH:17]=[C:18]([CH3:22])[CH:19]=[CH:20][CH:21]=2)=[O:10])[CH2:7][C@H:6]2[C@@H:4]1[CH2:5]2.[Cl:24][C:25]1[C:33]([CH3:34])=[CH:32][CH:31]=[CH:30][C:26]=1[C:27](O)=[O:28], predict the reaction product.